This data is from Forward reaction prediction with 1.9M reactions from USPTO patents (1976-2016). The task is: Predict the product of the given reaction. (1) Given the reactants [C:14]1(P([C:14]2[CH:19]=[CH:18][CH:17]=[CH:16][CH:15]=2)[C:14]2[CH:19]=[CH:18][CH:17]=[CH:16][CH:15]=2)[CH:19]=[CH:18][CH:17]=[CH:16][CH:15]=1.[NH:20]1[CH:24]=[CH:23][N:22]=[CH:21]1.[C:25](Br)(Br)(Br)[Br:26].C(=O)([O-])[O-].[Na+].[Na+], predict the reaction product. The product is: [Br:26][CH2:25][C:18]1[CH:19]=[CH:14][N:20]=[C:21]2[N:22]([CH2:23][CH3:24])[CH:15]=[CH:16][C:17]=12. (2) Given the reactants C1C=CC2N(O)N=NC=2C=1.CCN(C(C)C)C(C)C.[C:20]1([C:26]2[N:27]=[C:28]([NH:31][C:32](=[O:37])[CH2:33][C:34]([OH:36])=O)[S:29][CH:30]=2)[CH:25]=[CH:24][CH:23]=[CH:22][CH:21]=1.CCN=C=NCCCN(C)C.Cl.Cl.[N:51]1([C:57]([C:59]2[CH:64]=[CH:63][CH:62]=[CH:61][C:60]=2[C:65]([F:68])([F:67])[F:66])=[O:58])[CH2:56][CH2:55][NH:54][CH2:53][CH2:52]1, predict the reaction product. The product is: [O:36]=[C:34]([N:54]1[CH2:55][CH2:56][N:51]([C:57](=[O:58])[C:59]2[CH:64]=[CH:63][CH:62]=[CH:61][C:60]=2[C:65]([F:68])([F:66])[F:67])[CH2:52][CH2:53]1)[CH2:33][C:32]([NH:31][C:28]1[S:29][CH:30]=[C:26]([C:20]2[CH:21]=[CH:22][CH:23]=[CH:24][CH:25]=2)[N:27]=1)=[O:37]. (3) The product is: [Cl:26][C:27]1[CH:28]=[C:29]2[C:34](=[C:35]([Cl:37])[CH:36]=1)[CH2:33][N:32]([CH:38]1[CH2:40][CH2:39]1)[CH2:31][C@H:30]2[C:41]1[CH:46]=[CH:45][CH:44]=[CH:43][C:42]=1[N:47]1[C:12](=[O:14])[CH2:11][C@H:3]([OH:4])[C:2]1=[O:6]. Given the reactants O=[C:2]1[O:6][C@H](C(Cl)(Cl)Cl)[O:4][CH:3]1[CH2:11][C:12]([OH:14])=O.S(Cl)(Cl)=O.FC(F)(F)C(O)=O.[Cl:26][C:27]1[CH:28]=[C:29]2[C:34](=[C:35]([Cl:37])[CH:36]=1)[CH2:33][N:32]([CH:38]1[CH2:40][CH2:39]1)[CH2:31][C@H:30]2[C:41]1[CH:46]=[CH:45][CH:44]=[CH:43][C:42]=1[NH2:47], predict the reaction product. (4) Given the reactants [CH3:1][O:2][C:3]1[C:8]([C:9]([OH:11])=O)=[CH:7][C:6]([C:12]([NH2:14])=[O:13])=[CH:5][CH:4]=1.[NH2:15][C:16]1[CH:21]=[CH:20][C:19]([Cl:22])=[CH:18][N:17]=1, predict the reaction product. The product is: [Cl:22][C:19]1[CH:20]=[CH:21][C:16]([NH:15][C:9](=[O:11])[C:8]2[CH:7]=[C:6]([CH:5]=[CH:4][C:3]=2[O:2][CH3:1])[C:12]([NH2:14])=[O:13])=[N:17][CH:18]=1. (5) Given the reactants C(OC([NH:8][CH2:9][C:10]1[C:11]([Cl:24])=[C:12]([CH:21]=[CH:22][CH:23]=1)[C:13]([NH:15][C:16]1[NH:17][CH:18]=[CH:19][N:20]=1)=[O:14])=O)(C)(C)C.[ClH:25], predict the reaction product. The product is: [ClH:24].[ClH:25].[NH2:8][CH2:9][C:10]1[CH:23]=[CH:22][C:21]([Cl:25])=[C:12]([CH:11]=1)[C:13]([NH:15][C:16]1[NH:17][CH:18]=[CH:19][N:20]=1)=[O:14]. (6) Given the reactants Br[C:2]1[CH:14]=[CH:13][C:5]([CH2:6][N:7]2[CH2:12][CH2:11][O:10][CH2:9][CH2:8]2)=[CH:4][CH:3]=1.[C:15]([Si:17]([CH3:20])([CH3:19])[CH3:18])#[CH:16].C1C=CC(P(C2C=CC=CC=2)C2C=CC=CC=2)=CC=1.C(NCCC)CC, predict the reaction product. The product is: [CH3:18][Si:17]([C:15]#[C:16][C:2]1[CH:14]=[CH:13][C:5]([CH2:6][N:7]2[CH2:12][CH2:11][O:10][CH2:9][CH2:8]2)=[CH:4][CH:3]=1)([CH3:20])[CH3:19]. (7) Given the reactants C(OC([N:11]1[CH2:15][C@H:14]([CH2:16][CH2:17][CH3:18])[C@H:13]([NH:19][C:20]([O:22][C:23]([CH3:26])([CH3:25])[CH3:24])=[O:21])[CH2:12]1)=O)C1C=CC=CC=1.[H][H], predict the reaction product. The product is: [C:23]([O:22][C:20]([NH:19][C@H:13]1[C@@H:14]([CH2:16][CH2:17][CH3:18])[CH2:15][NH:11][CH2:12]1)=[O:21])([CH3:26])([CH3:25])[CH3:24]. (8) Given the reactants [F:1][C:2]1([F:35])[O:6][C:5]2[CH:7]=[CH:8][C:9]([C:11]3([C:14]([NH:16][C:17]4[N:18]=[C:19]([C:27]5[CH:28]=[N:29][C:30]([O:33]C)=[CH:31][CH:32]=5)[C:20]5[C:25]([CH:26]=4)=[CH:24][CH:23]=[CH:22][CH:21]=5)=[O:15])[CH2:13][CH2:12]3)=[CH:10][C:4]=2[O:3]1.C(N(CC)CC)C, predict the reaction product. The product is: [F:35][C:2]1([F:1])[O:6][C:5]2[CH:7]=[CH:8][C:9]([C:11]3([C:14]([NH:16][C:17]4[N:18]=[C:19]([C:27]5[CH:32]=[CH:31][C:30](=[O:33])[NH:29][CH:28]=5)[C:20]5[C:25]([CH:26]=4)=[CH:24][CH:23]=[CH:22][CH:21]=5)=[O:15])[CH2:13][CH2:12]3)=[CH:10][C:4]=2[O:3]1.